Dataset: Peptide-MHC class II binding affinity with 134,281 pairs from IEDB. Task: Regression. Given a peptide amino acid sequence and an MHC pseudo amino acid sequence, predict their binding affinity value. This is MHC class II binding data. (1) The peptide sequence is PFCSHHFHELQLKDG. The MHC is DRB1_0404 with pseudo-sequence DRB1_0404. The binding affinity (normalized) is 0.176. (2) The peptide sequence is SQDLELHWNLNGLQAY. The MHC is HLA-DQA10101-DQB10501 with pseudo-sequence HLA-DQA10101-DQB10501. The binding affinity (normalized) is 0.531. (3) The peptide sequence is LGPQFCKSCWFENKG. The MHC is DRB1_0101 with pseudo-sequence DRB1_0101. The binding affinity (normalized) is 0.148. (4) The peptide sequence is VGTMVMELIRMIKRG. The MHC is DRB5_0101 with pseudo-sequence DRB5_0101. The binding affinity (normalized) is 0.703. (5) The peptide sequence is LQSLWANFYELLADA. The MHC is DRB1_0701 with pseudo-sequence DRB1_0701. The binding affinity (normalized) is 0.453. (6) The peptide sequence is VNSIIEKMNTQFTAVGKEF. The MHC is DRB1_0701 with pseudo-sequence DRB1_0701. The binding affinity (normalized) is 0.355. (7) The peptide sequence is WASVKKDLISYGGGW. The MHC is DRB4_0101 with pseudo-sequence DRB4_0103. The binding affinity (normalized) is 0.295.